Dataset: Full USPTO retrosynthesis dataset with 1.9M reactions from patents (1976-2016). Task: Predict the reactants needed to synthesize the given product. (1) Given the product [C:33]([NH:32][C:30]1[CH:31]=[C:26]([CH:23]2[CH2:24][CH2:25][N:20]([CH2:19][CH2:18][CH2:17][NH:16][C:13]([C:8]3([C:5]4[CH:4]=[CH:3][C:2]([F:1])=[CH:7][CH:6]=4)[CH2:9][CH2:10][CH2:11][CH2:12]3)=[O:15])[CH2:21][CH2:22]2)[CH:27]=[CH:28][C:29]=1[F:38])(=[O:37])[CH2:34][CH2:35][CH3:36], predict the reactants needed to synthesize it. The reactants are: [F:1][C:2]1[CH:7]=[CH:6][C:5]([C:8]2([C:13]([OH:15])=O)[CH2:12][CH2:11][CH2:10][CH2:9]2)=[CH:4][CH:3]=1.[NH2:16][CH2:17][CH2:18][CH2:19][N:20]1[CH2:25][CH2:24][CH:23]([C:26]2[CH:27]=[CH:28][C:29]([F:38])=[C:30]([NH:32][C:33](=[O:37])[CH2:34][CH2:35][CH3:36])[CH:31]=2)[CH2:22][CH2:21]1. (2) Given the product [CH2:1]([O:8][C:9]1[CH:32]=[C:31]([OH:33])[CH:30]=[CH:29][C:10]=1[C:11]1[CH2:12][O:13][C:14]2[C:19]([CH:20]=1)=[CH:18][CH:17]=[C:16]([O:21][CH2:22][C:23]1[CH:28]=[CH:27][CH:26]=[CH:25][CH:24]=1)[CH:15]=2)[C:2]1[CH:3]=[CH:4][CH:5]=[CH:6][CH:7]=1, predict the reactants needed to synthesize it. The reactants are: [CH2:1]([O:8][C:9]1[CH:32]=[C:31]([O:33]COC)[CH:30]=[CH:29][C:10]=1[C:11]1[CH2:12][O:13][C:14]2[C:19]([CH:20]=1)=[CH:18][CH:17]=[C:16]([O:21][CH2:22][C:23]1[CH:28]=[CH:27][CH:26]=[CH:25][CH:24]=1)[CH:15]=2)[C:2]1[CH:7]=[CH:6][CH:5]=[CH:4][CH:3]=1.O.Br.C1(P(C2C=CC=CC=2)C2C=CC=CC=2)C=CC=CC=1. (3) The reactants are: [CH2:1](N(CC)CC)C.[C:8]([O:12][C:13]([N:15]1[CH2:20][CH:19]([CH3:21])[NH:18][CH2:17][CH:16]1C)=[O:14])([CH3:11])([CH3:10])[CH3:9].[F:23][C:24]([F:35])([F:34])[C:25]1[CH:33]=[CH:32][CH:31]=[CH:30][C:26]=1[C:27](Cl)=[O:28]. Given the product [C:8]([O:12][C:13]([N:15]1[CH2:16][CH:17]([CH3:1])[N:18]([C:27](=[O:28])[C:26]2[CH:30]=[CH:31][CH:32]=[CH:33][C:25]=2[C:24]([F:35])([F:34])[F:23])[CH:19]([CH3:21])[CH2:20]1)=[O:14])([CH3:9])([CH3:10])[CH3:11], predict the reactants needed to synthesize it. (4) Given the product [F:8][C:3]1[CH:4]=[CH:5][CH:6]=[CH:7][C:2]=1[N:9]1[CH:13]=[CH:12][N:11]=[CH:10]1, predict the reactants needed to synthesize it. The reactants are: F[C:2]1[CH:7]=[CH:6][CH:5]=[CH:4][C:3]=1[F:8].[NH:9]1[CH:13]=[CH:12][N:11]=[CH:10]1.C(=O)([O-])[O-].[K+].[K+].